From a dataset of Forward reaction prediction with 1.9M reactions from USPTO patents (1976-2016). Predict the product of the given reaction. (1) Given the reactants CN(C(ON1N=NC2C=CC=CC1=2)=[N+](C)C)C.[B-](F)(F)(F)F.C(N(CC)CC)C.Cl.[CH3:31][C:32]1[NH:36][CH:35]=[N:34][C:33]=1[CH2:37][CH2:38][C:39]([OH:41])=O.[NH2:42][C@H:43]([CH2:62][C:63]1[CH:68]=[CH:67][C:66]([O:69][CH3:70])=[CH:65][CH:64]=1)[C:44]([N:46]1[CH2:49][C:48]([O:57][CH2:58][C:59]#[C:60][CH3:61])([C:50]2[CH:55]=[CH:54][CH:53]=[CH:52][C:51]=2[CH3:56])[CH2:47]1)=[O:45].[OH-].[Na+], predict the reaction product. The product is: [CH2:58]([O:57][C:48]1([C:50]2[CH:55]=[CH:54][CH:53]=[CH:52][C:51]=2[CH3:56])[CH2:49][N:46]([C:44](=[O:45])[C@H:43]([NH:42][C:39](=[O:41])[CH2:38][CH2:37][C:33]2[N:34]=[CH:35][NH:36][C:32]=2[CH3:31])[CH2:62][C:63]2[CH:68]=[CH:67][C:66]([O:69][CH3:70])=[CH:65][CH:64]=2)[CH2:47]1)[C:59]#[C:60][CH3:61]. (2) Given the reactants [C:1]([C:5]1[CH:10]=[CH:9][C:8]([CH:11]=[C:12]([CH3:16])[C:13]([OH:15])=O)=[CH:7][CH:6]=1)([CH3:4])([CH3:3])[CH3:2].[NH2:17][C@@H:18]([C:20]1[CH:25]=[CH:24][C:23]([NH:26][S:27]([CH3:30])(=[O:29])=[O:28])=[C:22]([F:31])[CH:21]=1)[CH3:19].CCOC(OC(OCC)=O)=O, predict the reaction product. The product is: [C:1]([C:5]1[CH:6]=[CH:7][C:8]([CH:11]=[C:12]([CH3:16])[C:13]([NH:17][CH:18]([C:20]2[CH:25]=[CH:24][C:23]([NH:26][S:27]([CH3:30])(=[O:29])=[O:28])=[C:22]([F:31])[CH:21]=2)[CH3:19])=[O:15])=[CH:9][CH:10]=1)([CH3:2])([CH3:3])[CH3:4]. (3) Given the reactants [C:1]([C:5]1[CH:10]=[CH:9][CH:8]=[CH:7][C:6]=1[O:11][C:12]1[CH:17]=[CH:16][CH:15]=[CH:14][C:13]=1[N+:18]([O-])=O)([CH3:4])([CH3:3])[CH3:2], predict the reaction product. The product is: [C:1]([C:5]1[CH:10]=[CH:9][CH:8]=[CH:7][C:6]=1[O:11][C:12]1[CH:17]=[CH:16][CH:15]=[CH:14][C:13]=1[NH2:18])([CH3:4])([CH3:2])[CH3:3]. (4) Given the reactants Cl.Cl.[CH3:3][C@@H:4]1[CH2:8][CH2:7][CH2:6][N:5]1[CH2:9][CH2:10][CH2:11][O:12][C:13]1[CH:25]=[CH:24][C:16]([O:17][CH:18]2[CH2:23][CH2:22][NH:21][CH2:20][CH2:19]2)=[CH:15][CH:14]=1.[Cl:26]CCl.Cl[C:30]([O:32][CH2:33][CH3:34])=[O:31], predict the reaction product. The product is: [ClH:26].[CH2:33]([O:32][C:30]([N:21]1[CH2:20][CH2:19][CH:18]([O:17][C:16]2[CH:24]=[CH:25][C:13]([O:12][CH2:11][CH2:10][CH2:9][N:5]3[CH2:6][CH2:7][CH2:8][C@H:4]3[CH3:3])=[CH:14][CH:15]=2)[CH2:23][CH2:22]1)=[O:31])[CH3:34]. (5) Given the reactants [CH3:1][O:2][C:3](=[O:17])[CH2:4][CH2:5][CH2:6][CH2:7][CH2:8][O:9][C:10]1[CH:15]=[CH:14][C:13]([NH2:16])=[CH:12][CH:11]=1.C(N(CC)CC)C.Cl[C:26](Cl)([O:28]C(=O)OC(Cl)(Cl)Cl)Cl, predict the reaction product. The product is: [CH3:1][O:2][C:3](=[O:17])[CH2:4][CH2:5][CH2:6][CH2:7][CH2:8][O:9][C:10]1[CH:15]=[CH:14][C:13]([N:16]=[C:26]=[O:28])=[CH:12][CH:11]=1. (6) Given the reactants [F:1][C:2]1[CH:7]=[CH:6][CH:5]=[CH:4][C:3]=1[C@:8]1([CH3:16])[C@H:12]2[CH2:13][O:14][CH2:15][C@H:11]2[O:10][NH:9]1.C([O-])=O.[NH4+], predict the reaction product. The product is: [NH2:9][C@@:8]([C@H:12]1[CH2:13][O:14][CH2:15][C@H:11]1[OH:10])([C:3]1[CH:4]=[CH:5][CH:6]=[CH:7][C:2]=1[F:1])[CH3:16].